This data is from Forward reaction prediction with 1.9M reactions from USPTO patents (1976-2016). The task is: Predict the product of the given reaction. (1) Given the reactants Cl[C:2]1[C:11]2[C:6](=[CH:7][C:8]([C:12]3[CH:13]=[C:14]([CH:20]=[CH:21][C:22]=3[CH3:23])[C:15]([O:17][CH2:18][CH3:19])=[O:16])=[CH:9][CH:10]=2)[CH:5]=[N:4][N:3]=1.O1C[CH2:27][CH2:26][CH2:25]1.CN1CCCC1=O.C([Mg]Cl)(C)C, predict the reaction product. The product is: [CH:26]([C:2]1[C:11]2[C:6](=[CH:7][C:8]([C:12]3[CH:13]=[C:14]([CH:20]=[CH:21][C:22]=3[CH3:23])[C:15]([O:17][CH2:18][CH3:19])=[O:16])=[CH:9][CH:10]=2)[CH:5]=[N:4][N:3]=1)([CH3:27])[CH3:25]. (2) Given the reactants [Br:1][C:2]1[N:7]=[C:6]([C:8](=[O:16])[CH2:9][N:10]2[CH2:15][CH2:14][O:13][CH2:12][CH2:11]2)[CH:5]=[CH:4][CH:3]=1.[BH4-].[Na+].C(O)=O, predict the reaction product. The product is: [Br:1][C:2]1[N:7]=[C:6]([CH:8]([OH:16])[CH2:9][N:10]2[CH2:11][CH2:12][O:13][CH2:14][CH2:15]2)[CH:5]=[CH:4][CH:3]=1. (3) Given the reactants Cl[C:2]1[CH:3]=[C:4]([N:17]2[CH2:22][CH2:21][O:20][CH2:19][CH2:18]2)[C:5]2[N:6]([CH:8]=[C:9]([C:11]3[CH:16]=[CH:15][CH:14]=[CH:13][CH:12]=3)[N:10]=2)[N:7]=1.C(=O)([O-])[O-].[K+].[K+].O.[NH2:30][NH2:31], predict the reaction product. The product is: [N:17]1([C:4]2[C:5]3[N:6]([CH:8]=[C:9]([C:11]4[CH:16]=[CH:15][CH:14]=[CH:13][CH:12]=4)[N:10]=3)[N:7]=[C:2]([NH:30][NH2:31])[CH:3]=2)[CH2:22][CH2:21][O:20][CH2:19][CH2:18]1. (4) Given the reactants [I:1][C:2]1[CH:3]=[C:4]([CH:8]=[CH:9][CH:10]=1)[C:5](O)=[O:6].C(Cl)(=O)C([Cl:14])=O.CN(C=O)C, predict the reaction product. The product is: [I:1][C:2]1[CH:3]=[C:4]([CH:8]=[CH:9][CH:10]=1)[C:5]([Cl:14])=[O:6]. (5) Given the reactants C(C1N=C(N2CCOCC2)C2N=NN(CC3C=CC=CC=3Cl)C=2N=1)(C)(C)C.[C:28]([C:32]1[N:33]=[C:34](Cl)[C:35]2[N:40]=[N:39][N:38]([CH2:41][C:42]3[CH:47]=[CH:46][CH:45]=[CH:44][C:43]=3[Cl:48])[C:36]=2[N:37]=1)([CH3:31])([CH3:30])[CH3:29].[CH3:50][C:51]1[N:55]=[C:54]([CH:56]2[CH2:60][CH2:59][CH2:58][NH:57]2)[O:53][N:52]=1, predict the reaction product. The product is: [C:28]([C:32]1[N:33]=[C:34]([N:57]2[CH2:58][CH2:59][CH2:60][CH:56]2[C:54]2[O:53][N:52]=[C:51]([CH3:50])[N:55]=2)[C:35]2[N:40]=[N:39][N:38]([CH2:41][C:42]3[CH:47]=[CH:46][CH:45]=[CH:44][C:43]=3[Cl:48])[C:36]=2[N:37]=1)([CH3:31])([CH3:30])[CH3:29]. (6) Given the reactants [NH:1]1[CH:5]=[CH:4][C:3]([C:6]2[C:7]3[CH:14]=[CH:13][N:12](COCC[Si](C)(C)C)[C:8]=3[N:9]=[CH:10][N:11]=2)=[CH:2]1.[CH2:23]([S:25]([N:28]1[CH2:31][C:30](=[CH:32][C:33]#[N:34])[CH2:29]1)(=[O:27])=[O:26])[CH3:24].N12CCCN=C1CCCCC2, predict the reaction product. The product is: [CH2:23]([S:25]([N:28]1[CH2:29][C:30]([CH2:32][C:33]#[N:34])([N:1]2[CH:5]=[CH:4][C:3]([C:6]3[C:7]4[CH:14]=[CH:13][NH:12][C:8]=4[N:9]=[CH:10][N:11]=3)=[CH:2]2)[CH2:31]1)(=[O:26])=[O:27])[CH3:24]. (7) Given the reactants Cl[C:2]1[CH:7]=[C:6]([NH2:8])[CH:5]=[C:4]([N:9]2[CH2:14][CH2:13][O:12][CH2:11][CH2:10]2)[N:3]=1.[CH3:15][N:16]1[CH2:21][CH2:20][NH:19][CH2:18][CH2:17]1, predict the reaction product. The product is: [CH3:15][N:16]1[CH2:21][CH2:20][N:19]([C:2]2[CH:7]=[C:6]([NH2:8])[CH:5]=[C:4]([N:9]3[CH2:14][CH2:13][O:12][CH2:11][CH2:10]3)[N:3]=2)[CH2:18][CH2:17]1. (8) The product is: [F:1][C:2]1[CH:7]=[CH:6][C:5]([F:8])=[CH:4][C:3]=1[C:9]1[CH2:13][N:12]([C:14]([N:16]([C@H:18]2[CH2:23][CH2:22][N+:21]([CH3:24])([O-:42])[CH2:20][C@H:19]2[F:25])[CH3:17])=[O:15])[C@:11]([CH2:32][OH:33])([C:26]2[CH:27]=[CH:28][CH:29]=[CH:30][CH:31]=2)[CH:10]=1. Given the reactants [F:1][C:2]1[CH:7]=[CH:6][C:5]([F:8])=[CH:4][C:3]=1[C:9]1[CH2:13][N:12]([C:14]([N:16]([C@H:18]2[CH2:23][CH2:22][N:21]([CH3:24])[CH2:20][C@H:19]2[F:25])[CH3:17])=[O:15])[C@:11]([CH2:32][OH:33])([C:26]2[CH:31]=[CH:30][CH:29]=[CH:28][CH:27]=2)[CH:10]=1.C1C=C(Cl)C=C(C(OO)=[O:42])C=1, predict the reaction product. (9) Given the reactants [Cl:1][C:2]1[CH:3]=[C:4](B2OC(C)(C)C(C)(C)O2)[CH:5]=[C:6]([Cl:12])[C:7]=1[C:8]([F:11])([F:10])[F:9].Br[C:23]([C:25]([F:28])([F:27])[F:26])=[CH2:24].C([O-])([O-])=O.[Cs+].[Cs+], predict the reaction product. The product is: [Cl:12][C:6]1[CH:5]=[C:4]([C:23]([C:25]([F:28])([F:27])[F:26])=[CH2:24])[CH:3]=[C:2]([Cl:1])[C:7]=1[C:8]([F:9])([F:10])[F:11]. (10) Given the reactants [C:1]1([CH2:7][O:8][S:9]([O-:12])(=[O:11])=[O:10])[CH:6]=[CH:5][CH:4]=[CH:3][CH:2]=1.C[N+](C)(C)C.S([O-])(O)(=O)=O.[CH3:23][C:24]1[CH:29]=[CH:28][C:27]([I+:30][C:31]2[CH:36]=[CH:35][C:34]([CH2:37][CH:38]([CH3:40])[CH3:39])=[CH:33][CH:32]=2)=[CH:26][CH:25]=1.C(Cl)Cl, predict the reaction product. The product is: [C:1]1([CH2:7][O:8][S:9]([O-:12])(=[O:11])=[O:10])[CH:2]=[CH:3][CH:4]=[CH:5][CH:6]=1.[CH3:23][C:24]1[CH:25]=[CH:26][C:27]([I+:30][C:31]2[CH:36]=[CH:35][C:34]([CH2:37][CH:38]([CH3:40])[CH3:39])=[CH:33][CH:32]=2)=[CH:28][CH:29]=1.